This data is from Experimentally validated miRNA-target interactions with 360,000+ pairs, plus equal number of negative samples. The task is: Binary Classification. Given a miRNA mature sequence and a target amino acid sequence, predict their likelihood of interaction. The protein sequence of the target gene is MKRRASDRGAGETSARAKALGSGISGNNAKRAGPFILGPRLGNSPVPSIVQCLARKDGTDDFYQLKILTLEERGDQGIESQEERQGKMLLHTEYSLLSLLHTQDGVVHHHGLFQDRTCEIVEDTESSRMVKKMKKRICLVLDCLCAHDFSDKTADLINLQHYVIKEKRLSERETVVIFYDVVRVVEALHQKNIVHRDLKLGNMVLNKRTHRITITNFCLGKHLVSEGDLLKDQRGSPAYISPDVLSGRPYRGKPSDMWALGVVLFTMLYGQFPFYDSIPQELFRKIKAAEYTIPEDGRVS.... Result: 1 (interaction). The miRNA is hsa-miR-6886-5p with sequence CCCGCAGGUGAGAUGAGGGCU.